Dataset: Peptide-MHC class II binding affinity with 134,281 pairs from IEDB. Task: Regression. Given a peptide amino acid sequence and an MHC pseudo amino acid sequence, predict their binding affinity value. This is MHC class II binding data. (1) The MHC is DRB3_0101 with pseudo-sequence DRB3_0101. The binding affinity (normalized) is 0.158. The peptide sequence is MSLLTEVETYVLSII. (2) The peptide sequence is RNPRGSYQIAVVGLK. The MHC is HLA-DQA10301-DQB10302 with pseudo-sequence HLA-DQA10301-DQB10302. The binding affinity (normalized) is 0.292. (3) The peptide sequence is MGTVTTEVALGLVCA. The MHC is DRB1_0901 with pseudo-sequence DRB1_0901. The binding affinity (normalized) is 0.228. (4) The peptide sequence is AAVDKDAVIVAAAGN. The MHC is DRB1_0301 with pseudo-sequence DRB1_0301. The binding affinity (normalized) is 0.292. (5) The peptide sequence is RVKFPGGGQIVGGVY. The MHC is HLA-DQA10501-DQB10301 with pseudo-sequence HLA-DQA10501-DQB10301. The binding affinity (normalized) is 0.790. (6) The peptide sequence is AAYSDQATLLLASPR. The MHC is DRB1_0101 with pseudo-sequence DRB1_0101. The binding affinity (normalized) is 0.371. (7) The peptide sequence is LSSTGSSCLFVLILF. The MHC is DRB1_0701 with pseudo-sequence DRB1_0701. The binding affinity (normalized) is 0.337.